This data is from Catalyst prediction with 721,799 reactions and 888 catalyst types from USPTO. The task is: Predict which catalyst facilitates the given reaction. (1) Reactant: [C:1](Cl)(=[O:5])[C:2](Cl)=O.[F:7][C:8]([F:33])([F:32])[C:9]([NH:11][C@H:12]1[CH2:31][CH2:30][N:15]2[C:16]3[CH:29]=[CH:28]C=[CH:26][C:17]=3[N:18]([CH3:25])[C:19]3[CH:24]=[CH:23][CH:22]=[CH:21][C:20]=3[C@@H:14]2[CH2:13]1)=[O:10]. Product: [F:33][C:8]([F:7])([F:32])[C:9]([NH:11][C@H:12]1[CH2:31][CH2:30][N:15]2[C:16]3[CH:29]=[CH:28][C:2]([CH:1]=[O:5])=[CH:26][C:17]=3[N:18]([CH3:25])[C:19]3[CH:24]=[CH:23][CH:22]=[CH:21][C:20]=3[C@@H:14]2[CH2:13]1)=[O:10]. The catalyst class is: 3. (2) Reactant: [C:1]([CH2:3][C:4]([NH:6][CH2:7][CH2:8][CH2:9][CH2:10][CH2:11][C:12]([OH:14])=[O:13])=[O:5])#[N:2].[CH3:15][N:16]([CH3:27])[C:17]1[CH:18]=[C:19]([CH:22]=[CH:23][C:24]=1[O:25][CH3:26])[CH:20]=O.N1CCCCC1. Product: [C:1]([C:3](=[CH:20][C:19]1[CH:22]=[CH:23][C:24]([O:25][CH3:26])=[C:17]([N:16]([CH3:27])[CH3:15])[CH:18]=1)[C:4]([NH:6][CH2:7][CH2:8][CH2:9][CH2:10][CH2:11][C:12]([OH:14])=[O:13])=[O:5])#[N:2]. The catalyst class is: 17. (3) Reactant: FC(F)(F)C(O)=O.C([O:12][C:13]([N:15]([C:30]1[CH:35]=[CH:34][CH:33]=[CH:32][C:31]=1[Cl:36])[NH:16][C:17]([CH:19]1[C:24](=O)[C@@:23]2(C)[C:26]([CH3:28])([CH3:27])[C@@H:20]1[CH2:21][CH2:22]2)=O)=O)(C)(C)C. Product: [Cl:36][C:31]1[CH:32]=[CH:33][CH:34]=[CH:35][C:30]=1[N:15]1[C:13](=[O:12])[C:19]2[C@@H:20]3[C:26]([CH3:28])([CH3:27])[C@@:23]([CH3:24])([CH2:22][CH2:21]3)[C:17]=2[NH:16]1. The catalyst class is: 4.